Dataset: Full USPTO retrosynthesis dataset with 1.9M reactions from patents (1976-2016). Task: Predict the reactants needed to synthesize the given product. (1) Given the product [CH2:11]([C:13]1[S:17][C:16]([C:18]2[O:22][N:21]=[C:20]([C:23]3[CH:28]=[CH:27][C:26]([CH:29]=[O:30])=[CH:25][CH:24]=3)[N:19]=2)=[C:15]2[CH2:31][CH2:32][C:33]([CH3:35])([CH3:36])[CH2:34][C:14]=12)[CH3:12], predict the reactants needed to synthesize it. The reactants are: C(Cl)(=O)C(Cl)=O.CS(C)=O.[CH2:11]([C:13]1[S:17][C:16]([C:18]2[O:22][N:21]=[C:20]([C:23]3[CH:28]=[CH:27][C:26]([CH2:29][OH:30])=[CH:25][CH:24]=3)[N:19]=2)=[C:15]2[CH2:31][CH2:32][C:33]([CH3:36])([CH3:35])[CH2:34][C:14]=12)[CH3:12].C(N(CC)CC)C. (2) Given the product [O:21]=[C:20]1[C:4]2[C:5]3[C:6](=[C:7]([C:11]4[CH:12]=[CH:13][CH:14]=[CH:15][CH:16]=4)[NH:8][C:9]=3[CH:10]=[C:2]([NH:1][C:30](=[O:31])[CH2:29][CH2:28][C:22]3[CH:27]=[CH:26][CH:25]=[CH:24][CH:23]=3)[CH:3]=2)[CH:17]=[N:18][NH:19]1, predict the reactants needed to synthesize it. The reactants are: [NH2:1][C:2]1[CH:3]=[C:4]2[C:20](=[O:21])[NH:19][N:18]=[CH:17][C:6]3=[C:7]([C:11]4[CH:16]=[CH:15][CH:14]=[CH:13][CH:12]=4)[NH:8][C:9]([CH:10]=1)=[C:5]23.[C:22]1([CH2:28][CH2:29][C:30](O)=[O:31])[CH:27]=[CH:26][CH:25]=[CH:24][CH:23]=1.C(N(CC)CC)C.F[P-](F)(F)(F)(F)F.N1(OC(N(C)C)=[N+](C)C)C2N=CC=CC=2N=N1. (3) Given the product [Br:26][C:23]1[CH:24]=[CH:25][C:20]([C:3]#[C:2][CH2:1][N:4]2[C:12]3[C:7](=[CH:8][C:9]([CH2:13][N:14]4[CH2:15][CH2:16][CH2:17][CH2:18]4)=[CH:10][CH:11]=3)[CH:6]=[CH:5]2)=[N:21][CH:22]=1, predict the reactants needed to synthesize it. The reactants are: [CH2:1]([N:4]1[C:12]2[C:7](=[CH:8][C:9]([CH2:13][N:14]3[CH2:18][CH2:17][CH2:16][CH2:15]3)=[CH:10][CH:11]=2)[CH:6]=[CH:5]1)[C:2]#[CH:3].Br[C:20]1[CH:25]=[CH:24][C:23]([Br:26])=[CH:22][N:21]=1.